Task: Predict the product of the given reaction.. Dataset: Forward reaction prediction with 1.9M reactions from USPTO patents (1976-2016) (1) Given the reactants [CH3:13][C:12]([O:11][C:9](O[C:9]([O:11][C:12]([CH3:15])([CH3:14])[CH3:13])=[O:10])=[O:10])([CH3:15])[CH3:14].[CH2:16]([O:18][C:19]([CH:21]1[CH2:26][NH:25][C:24]2[CH:27]=[C:28]([Cl:34])[C:29]([N+:31]([O-:33])=[O:32])=[CH:30][C:23]=2[O:22]1)=[O:20])[CH3:17], predict the reaction product. The product is: [CH3:17][CH2:16][O:18][C:19]([CH:21]1[CH2:26][N:25]([C:9]([O:11][C:12]([CH3:13])([CH3:14])[CH3:15])=[O:10])[C:24]2[CH:27]=[C:28]([Cl:34])[C:29]([N+:31]([O-:33])=[O:32])=[CH:30][C:23]=2[O:22]1)=[O:20]. (2) The product is: [O:23]1[C:27]2[CH:28]=[CH:29][C:30]([C:2]3[CH:3]=[C:4]([S:8]([NH:11][C:12]4[CH:21]=[CH:20][C:15]([C:16]([O:18][CH3:19])=[O:17])=[C:14]([OH:22])[CH:13]=4)(=[O:10])=[O:9])[CH:5]=[CH:6][CH:7]=3)=[CH:31][C:26]=2[CH2:25][CH2:24]1. Given the reactants Br[C:2]1[CH:3]=[C:4]([S:8]([NH:11][C:12]2[CH:21]=[CH:20][C:15]([C:16]([O:18][CH3:19])=[O:17])=[C:14]([OH:22])[CH:13]=2)(=[O:10])=[O:9])[CH:5]=[CH:6][CH:7]=1.[O:23]1[C:27]2[CH:28]=[CH:29][C:30](B(O)O)=[CH:31][C:26]=2[CH2:25][CH2:24]1, predict the reaction product. (3) Given the reactants Cl[C:2]1[CH:7]=[C:6]([NH:8][C:9]([C:11]2[C:23]3[CH2:22][C:21]4[C:16](=[CH:17][CH:18]=[CH:19][CH:20]=4)[C:15]=3[CH:14]=[CH:13][CH:12]=2)=[O:10])[CH:5]=[CH:4][N:3]=1.O.[CH2:25]([N:32]1[CH2:37][CH2:36][NH:35][CH2:34][CH2:33]1)[C:26]1[CH:31]=[CH:30][CH:29]=[CH:28][CH:27]=1, predict the reaction product. The product is: [CH2:25]([N:32]1[CH2:37][CH2:36][N:35]([C:2]2[CH:7]=[C:6]([NH:8][C:9]([C:11]3[C:23]4[CH2:22][C:21]5[C:16](=[CH:17][CH:18]=[CH:19][CH:20]=5)[C:15]=4[CH:14]=[CH:13][CH:12]=3)=[O:10])[CH:5]=[CH:4][N:3]=2)[CH2:34][CH2:33]1)[C:26]1[CH:27]=[CH:28][CH:29]=[CH:30][CH:31]=1. (4) Given the reactants [F:1][CH:2]([F:35])[C:3]1[C:19]([O:20][CH2:21][C@@H:22]([NH:27]C(=O)OC(C)(C)C)[CH2:23][CH:24]([CH3:26])[CH3:25])=[CH:18][C:6]2[N:7]([CH3:17])[C:8](=[O:16])[C:9]3[C:14]([C:5]=2[CH:4]=1)=[CH:13][CH:12]=[N:11][C:10]=3[CH3:15].Cl.O1CCOCC1, predict the reaction product. The product is: [NH2:27][C@@H:22]([CH2:23][CH:24]([CH3:26])[CH3:25])[CH2:21][O:20][C:19]1[C:3]([CH:2]([F:1])[F:35])=[CH:4][C:5]2[C:14]3[C:9](=[C:10]([CH3:15])[N:11]=[CH:12][CH:13]=3)[C:8](=[O:16])[N:7]([CH3:17])[C:6]=2[CH:18]=1. (5) Given the reactants [CH:1]1([N:6]2[CH2:12][C:11]([F:14])([F:13])[C:10](=[O:15])[N:9]([CH3:16])[C:8]3[CH:17]=[N:18][C:19]([NH:21][C:22]4[CH:30]=[CH:29][C:25]([C:26](O)=[O:27])=[CH:24][C:23]=4[CH2:31]C)=[N:20][C:7]2=3)[CH2:5][CH2:4][CH2:3][CH2:2]1.F[P-](F)(F)(F)(F)F.C[N:41](C(N(C)C)=[N+]1C2C(=NC=CC=2)[N+]([O-])=N1)C.C(N(C(C)C)CC)(C)C.[Cl-].[NH4+], predict the reaction product. The product is: [CH:1]1([N:6]2[CH2:12][C:11]([F:14])([F:13])[C:10](=[O:15])[N:9]([CH3:16])[C:8]3[CH:17]=[N:18][C:19]([NH:21][C:22]4[CH:30]=[CH:29][C:25]([C:26]([NH2:41])=[O:27])=[CH:24][C:23]=4[CH3:31])=[N:20][C:7]2=3)[CH2:2][CH2:3][CH2:4][CH2:5]1. (6) Given the reactants [C:1]([C:3]1([NH:6][C:7]([C@@H:9]2[CH2:13][C@@H:12]([S:14]([C:17]3[CH:22]=[CH:21][C:20](Br)=[CH:19][C:18]=3[C:24]([F:27])([F:26])[F:25])(=[O:16])=[O:15])[CH2:11][C@H:10]2[C:28]([N:30]2[CH2:33][C:32]([F:35])([F:34])[CH2:31]2)=[O:29])=[O:8])[CH2:5][CH2:4]1)#[N:2].[N:36]1[CH:41]=[CH:40][C:39](B(O)O)=[CH:38][C:37]=1[CH3:45], predict the reaction product. The product is: [C:1]([C:3]1([NH:6][C:7]([C@@H:9]2[CH2:13][C@@H:12]([S:14]([C:17]3[CH:22]=[CH:21][C:20]([C:39]4[CH:40]=[CH:41][N:36]=[C:37]([CH3:45])[CH:38]=4)=[CH:19][C:18]=3[C:24]([F:27])([F:26])[F:25])(=[O:16])=[O:15])[CH2:11][C@H:10]2[C:28]([N:30]2[CH2:33][C:32]([F:35])([F:34])[CH2:31]2)=[O:29])=[O:8])[CH2:5][CH2:4]1)#[N:2]. (7) Given the reactants Br[C:2]1[CH:7]=[CH:6][C:5]([C:8]2[C:9]([NH2:22])=[N:10][C:11]3[C:16]([N:17]=2)=[CH:15][CH:14]=[CH:13][C:12]=3[C:18]([F:21])([F:20])[F:19])=[CH:4][CH:3]=1.[CH3:23][S:24]([C:27]1[CH:28]=[C:29](B(O)O)[CH:30]=[CH:31][CH:32]=1)(=[O:26])=[O:25].P([O-])([O-])([O-])=O.[K+].[K+].[K+], predict the reaction product. The product is: [CH3:23][S:24]([C:27]1[CH:32]=[C:31]([C:2]2[CH:7]=[CH:6][C:5]([C:8]3[C:9]([NH2:22])=[N:10][C:11]4[C:16]([N:17]=3)=[CH:15][CH:14]=[CH:13][C:12]=4[C:18]([F:21])([F:20])[F:19])=[CH:4][CH:3]=2)[CH:30]=[CH:29][CH:28]=1)(=[O:26])=[O:25].